Dataset: Reaction yield outcomes from USPTO patents with 853,638 reactions. Task: Predict the reaction yield, written as a fraction of the theoretical maximum amount of product (1.0 means a 100% yield; for example, 0.34 means a 34% yield). (1) The reactants are ClC(Cl)(Cl)C([NH:5][C:6]([NH:8][C:9]1[CH:10]=[C:11]2[CH:20]=[CH:19][CH:18]=[C:17]3[C:12]2=[C:13]([CH:28]=1)[C:14](=[O:27])[N:15]([CH2:22][CH2:23][N:24]([CH3:26])[CH3:25])[C:16]3=[O:21])=[O:7])=O.C([O-])([O-])=O.[K+].[K+].CO. The catalyst is O. The product is [CH3:25][N:24]([CH3:26])[CH2:23][CH2:22][N:15]1[C:14](=[O:27])[C:13]2[CH:28]=[C:9]([NH:8][C:6]([NH2:5])=[O:7])[CH:10]=[C:11]3[C:12]=2[C:17](=[CH:18][CH:19]=[CH:20]3)[C:16]1=[O:21]. The yield is 0.900. (2) The reactants are C([N:4]1[C:12]2[C:7](=[CH:8][C:9]([C:13](Cl)=[O:14])=[CH:10][CH:11]=2)[C:6]([C:16]2[CH:21]=[CH:20][C:19]([F:22])=[CH:18][CH:17]=2)=[N:5]1)(=O)C.[NH2:23][CH2:24][C:25]1[CH:26]=[N:27][CH:28]=[CH:29][CH:30]=1. The catalyst is N1C=CC=CC=1. The product is [F:22][C:19]1[CH:18]=[CH:17][C:16]([C:6]2[C:7]3[C:12](=[CH:11][CH:10]=[C:9]([C:13]([NH:23][CH2:24][C:25]4[CH:26]=[N:27][CH:28]=[CH:29][CH:30]=4)=[O:14])[CH:8]=3)[NH:4][N:5]=2)=[CH:21][CH:20]=1. The yield is 0.410. (3) The reactants are [C:1]([O:5][C:6](=[O:21])[NH:7][CH2:8][CH2:9][CH2:10][CH2:11][C:12]1[CH:17]=[CH:16][C:15]([C:18](=S)[NH2:19])=[CH:14][CH:13]=1)([CH3:4])([CH3:3])[CH3:2].IC.C([O-])(=O)C.[NH4+:28]. The catalyst is C(Cl)Cl. The product is [C:1]([O:5][C:6](=[O:21])[NH:7][CH2:8][CH2:9][CH2:10][CH2:11][C:12]1[CH:17]=[CH:16][C:15]([C:18](=[NH:28])[NH2:19])=[CH:14][CH:13]=1)([CH3:4])([CH3:3])[CH3:2]. The yield is 0.290. (4) The reactants are [I:1]Cl.[Br:3][C:4]1[N:12]=[CH:11][C:10]2[NH:9][C:8]3[N:13]=[CH:14][CH:15]=[CH:16][C:7]=3[C:6]=2[CH:5]=1.C([O-])(=O)C.[Na+].S(S([O-])=O)([O-])(=O)=O.[Na+].[Na+]. The catalyst is C(O)(=O)C. The product is [Br:3][C:4]1[N:12]=[CH:11][C:10]2[NH:9][C:8]3[N:13]=[CH:14][C:15]([I:1])=[CH:16][C:7]=3[C:6]=2[CH:5]=1. The yield is 0.830. (5) The catalyst is [Ni].CO. The product is [F:12][C:11]([F:14])([F:13])[O:10][C:6]1[CH:5]=[C:4]([CH:2]([NH2:17])[CH3:1])[CH:9]=[CH:8][CH:7]=1. The yield is 0.630. The reactants are [CH3:1][C:2]([C:4]1[CH:9]=[CH:8][CH:7]=[C:6]([O:10][C:11]([F:14])([F:13])[F:12])[CH:5]=1)=O.Cl.[OH-].[NH4+:17]. (6) The reactants are [C:1]([C:5]1[CH:10]=[CH:9][C:8]([N+:11]([O-:13])=[O:12])=[CH:7][CH:6]=1)([CH3:4])([CH3:3])[CH3:2].[Br:14]Br.S([O-])(O)=O.[Na+]. The catalyst is S(=O)(=O)(O)O.S([O-])([O-])(=O)=O.[Ag+2]. The product is [Br:14][C:10]1[CH:9]=[C:8]([N+:11]([O-:13])=[O:12])[CH:7]=[CH:6][C:5]=1[C:1]([CH3:4])([CH3:2])[CH3:3]. The yield is 0.980. (7) The reactants are [CH3:1][C:2]1[CH:3]=[CH:4][C:5]([N+:11]([O-])=O)=[C:6]([CH:10]=1)[C:7]([OH:9])=[O:8]. The catalyst is C(O)C.[Pd]. The product is [NH2:11][C:5]1[CH:4]=[CH:3][C:2]([CH3:1])=[CH:10][C:6]=1[C:7]([OH:9])=[O:8]. The yield is 0.960. (8) The reactants are [CH2:1]([N:8]1[CH2:13][CH2:12][C:11](=[N:14][NH:15][C:16](=[S:18])[NH2:17])[CH2:10][CH2:9]1)[C:2]1[CH:7]=[CH:6][CH:5]=[CH:4][CH:3]=1.Br[CH2:20][C:21]([C:23]1[CH:28]=[CH:27][C:26]([F:29])=[CH:25][CH:24]=1)=O. The yield is 0.730. The catalyst is C1COCC1. The product is [CH2:1]([N:8]1[CH2:13][CH2:12][C:11](=[N:14][NH:15][C:16]2[S:18][CH:20]=[C:21]([C:23]3[CH:28]=[CH:27][C:26]([F:29])=[CH:25][CH:24]=3)[N:17]=2)[CH2:10][CH2:9]1)[C:2]1[CH:3]=[CH:4][CH:5]=[CH:6][CH:7]=1.